This data is from Forward reaction prediction with 1.9M reactions from USPTO patents (1976-2016). The task is: Predict the product of the given reaction. (1) The product is: [F:51][C:2]([F:1])([F:50])[C:3]1[CH:4]=[C:5]([CH:43]=[C:44]([C:46]([F:49])([F:48])[F:47])[CH:45]=1)[CH2:6][N:7]([CH2:25][C:26]1[CH:31]=[C:30]([C:32]([F:35])([F:34])[F:33])[CH:29]=[CH:28][C:27]=1[N:36]([CH2:41][CH3:42])[CH2:37][CH2:38][O:39][CH3:40])[C:8]1[N:13]=[CH:12][C:11]([N:14]2[CH2:15][CH2:16][CH:17]([C:20]([OH:22])=[O:21])[CH2:18][CH2:19]2)=[CH:10][N:9]=1. Given the reactants [F:1][C:2]([F:51])([F:50])[C:3]1[CH:4]=[C:5]([CH:43]=[C:44]([C:46]([F:49])([F:48])[F:47])[CH:45]=1)[CH2:6][N:7]([CH2:25][C:26]1[CH:31]=[C:30]([C:32]([F:35])([F:34])[F:33])[CH:29]=[CH:28][C:27]=1[N:36]([CH2:41][CH3:42])[CH2:37][CH2:38][O:39][CH3:40])[C:8]1[N:13]=[CH:12][C:11]([N:14]2[CH2:19][CH2:18][CH:17]([C:20]([O:22]CC)=[O:21])[CH2:16][CH2:15]2)=[CH:10][N:9]=1.[OH-].[Na+].C(OCC)(=O)C, predict the reaction product. (2) Given the reactants Br[C:2]1[CH:3]=[C:4]([NH:17][C:18]([C:20]2[N:24]([CH:25]([CH3:27])[CH3:26])[N:23]=[CH:22][CH:21]=2)=[O:19])[C:5]2[C:9]([CH:10]=1)=[N:8][N:7]([CH:11]1[CH2:16][CH2:15][CH2:14][CH2:13][O:12]1)[CH:6]=2.C([O-])(=O)C.[K+].[CH3:33][C:34]1([CH3:52])[CH2:39][C:38]([CH3:41])([CH3:40])[O:37][B:36]([B:36]2[O:37][C:38]([CH3:41])([CH3:40])[CH2:39][C:34]([CH3:52])([CH3:33])[O:35]2)[O:35]1, predict the reaction product. The product is: [CH3:26][CH:25]([N:24]1[C:20]([C:18]([NH:17][C:4]2[C:5]3[C:9]([CH:10]=[C:2]([B:36]4[O:37][C:38]([CH3:41])([CH3:40])[CH2:39][C:34]([CH3:52])([CH3:33])[O:35]4)[CH:3]=2)=[N:8][N:7]([CH:11]2[CH2:16][CH2:15][CH2:14][CH2:13][O:12]2)[CH:6]=3)=[O:19])=[CH:21][CH:22]=[N:23]1)[CH3:27].